From a dataset of Catalyst prediction with 721,799 reactions and 888 catalyst types from USPTO. Predict which catalyst facilitates the given reaction. (1) Reactant: [CH3:1][O:2][C:3]1[C:8]2[O:9][CH2:10][CH2:11][O:12][C:7]=2[CH:6]=[C:5]([CH:13]=[O:14])[CH:4]=1.[CH3:15][Mg]Cl. Product: [CH3:1][O:2][C:3]1[C:8]2[O:9][CH2:10][CH2:11][O:12][C:7]=2[CH:6]=[C:5]([CH:13]([OH:14])[CH3:15])[CH:4]=1. The catalyst class is: 7. (2) Reactant: [C:1]([O:5][C:6]([N:8]1[CH2:13][CH:12]=[C:11]([C:14]2[CH:15]=[C:16]([C:20]3[CH:25]=[CH:24][CH:23]=[CH:22][CH:21]=3)[CH:17]=[CH:18][CH:19]=2)[CH2:10][CH2:9]1)=[O:7])([CH3:4])([CH3:3])[CH3:2].C1C[O:29]CC1. Product: [C:1]([O:5][C:6]([N:8]1[CH2:9][CH2:10][C@H:11]([C:14]2[CH:15]=[C:16]([C:20]3[CH:25]=[CH:24][CH:23]=[CH:22][CH:21]=3)[CH:17]=[CH:18][CH:19]=2)[C@@H:12]([OH:29])[CH2:13]1)=[O:7])([CH3:4])([CH3:2])[CH3:3]. The catalyst class is: 6. (3) Reactant: Br[C:2]1[N:7]=[CH:6][C:5]([O:8][C:9]2[CH:16]=[CH:15][C:12]([C:13]#[N:14])=[CH:11][CH:10]=2)=[CH:4][CH:3]=1.[Li]CCCC.CCCCCC.[F:28][C:29]1[CH:34]=[C:33]([F:35])[CH:32]=[CH:31][C:30]=1[C:36]([F:43])([F:42])[C:37](OCC)=[O:38]. Product: [F:28][C:29]1[CH:34]=[C:33]([F:35])[CH:32]=[CH:31][C:30]=1[C:36]([F:43])([F:42])[C:37]([C:2]1[N:7]=[CH:6][C:5]([O:8][C:9]2[CH:16]=[CH:15][C:12]([C:13]#[N:14])=[CH:11][CH:10]=2)=[CH:4][CH:3]=1)=[O:38]. The catalyst class is: 11. (4) Product: [CH3:20][O:19][C:5]1[CH:4]=[C:3]([CH2:1][NH:26][CH2:25][CH2:24][CH2:23][CH:22]([CH3:27])[CH3:21])[CH:18]=[CH:17][C:6]=1[O:7][C:8]1[N:9]=[CH:10][C:11]([C:14]([NH2:16])=[O:15])=[N:12][CH:13]=1. The catalyst class is: 5. Reactant: [CH:1]([C:3]1[CH:18]=[CH:17][C:6]([O:7][C:8]2[N:9]=[CH:10][C:11]([C:14]([NH2:16])=[O:15])=[N:12][CH:13]=2)=[C:5]([O:19][CH3:20])[CH:4]=1)=O.[CH3:21][CH:22]([CH3:27])[CH2:23][CH2:24][CH2:25][NH2:26].[BH4-].[Na+]. (5) Reactant: [Si:1]([O:18][CH2:19][CH:20]1[CH2:23][CH:22]([OH:24])[CH2:21]1)([C:14]([CH3:17])([CH3:16])[CH3:15])([C:8]1[CH:13]=[CH:12][CH:11]=[CH:10][CH:9]=1)[C:2]1[CH:7]=[CH:6][CH:5]=[CH:4][CH:3]=1. Product: [Si:1]([O:18][CH2:19][CH:20]1[CH2:23][C:22](=[O:24])[CH2:21]1)([C:14]([CH3:17])([CH3:15])[CH3:16])([C:8]1[CH:13]=[CH:12][CH:11]=[CH:10][CH:9]=1)[C:2]1[CH:3]=[CH:4][CH:5]=[CH:6][CH:7]=1. The catalyst class is: 2.